From a dataset of Reaction yield outcomes from USPTO patents with 853,638 reactions. Predict the reaction yield, written as a fraction of the theoretical maximum amount of product (1.0 means a 100% yield; for example, 0.34 means a 34% yield). (1) The catalyst is C(#N)C.C(OCC)(=O)C. The yield is 0.700. The reactants are [F:1][C:2]([F:19])([F:18])[C:3]1[CH:8]=[CH:7][C:6]([C:9]2[CH:14]=[CH:13][C:12]([NH:15][CH:16]=O)=[CH:11][CH:10]=2)=[CH:5][CH:4]=1.[S:20]([O-])([O-])(=O)=O.[Na+].[Na+]. The product is [F:1][C:2]([F:19])([F:18])[C:3]1[CH:8]=[CH:7][C:6]([C:9]2[CH:14]=[CH:13][C:12]([NH:15][CH:16]=[S:20])=[CH:11][CH:10]=2)=[CH:5][CH:4]=1. (2) The reactants are [N:1]1[C:2]2[N:3]([C:14]3[CH:20]=[CH:19][CH:18]=[CH:17][C:15]=3[N:16]=2)[C:4]([C:7]2[CH:13]=[CH:12][C:10]([NH2:11])=[CH:9][CH:8]=2)=[CH:5][CH:6]=1.[C:21](O[C:21]([O:23][C:24]([CH3:27])([CH3:26])[CH3:25])=[O:22])([O:23][C:24]([CH3:27])([CH3:26])[CH3:25])=[O:22]. The catalyst is C(Cl)Cl. The product is [N:1]1[C:2]2[N:3]([C:14]3[CH:20]=[CH:19][CH:18]=[CH:17][C:15]=3[N:16]=2)[C:4]([C:7]2[CH:8]=[CH:9][C:10]([NH:11][C:21](=[O:22])[O:23][C:24]([CH3:27])([CH3:26])[CH3:25])=[CH:12][CH:13]=2)=[CH:5][CH:6]=1. The yield is 0.530. (3) The reactants are [C:1]([O:4][C@@H:5]1[C@@H:10]([O:11][C:12](=[O:14])[CH3:13])[C@H:9]([O:15][C:16](=[O:18])[CH3:17])[C@@H:8]([O:19]/[C:20](/[C:29]([O:31][CH2:32][CH3:33])=[O:30])=[CH:21]\[C:22]2[CH:27]=[CH:26][CH:25]=[CH:24][C:23]=2F)[O:7][C@H:6]1[CH2:34][O:35][C:36](=[O:38])[CH3:37])(=[O:3])[CH3:2].[CH3:39]C1C=C(CC(=O)C(OCC)=O)C=CC=1.[H-].[Na+].[Br-].C(O[C@@H]1[C@@H](OC(=O)C)[C@@H](OC(=O)C)[C@@H](COC(=O)C)O[C@@H]1O)(=O)C. No catalyst specified. The product is [C:1]([O:4][C@H:5]1[C@@H:10]([O:11][C:12](=[O:14])[CH3:13])[C@H:9]([O:15][C:16](=[O:18])[CH3:17])[C@@H:8]([O:19]/[C:20](/[C:29]([O:31][CH2:32][CH3:33])=[O:30])=[CH:21]\[C:22]2[CH:27]=[C:26]([CH3:39])[CH:25]=[CH:24][CH:23]=2)[O:7][C@H:6]1[CH2:34][O:35][C:36](=[O:38])[CH3:37])(=[O:3])[CH3:2]. The yield is 0.250. (4) The reactants are [NH2:1][C:2]1[C:3]([Cl:12])=[C:4]([CH:9]=[CH:10][CH:11]=1)[C:5]([O:7][CH3:8])=[O:6].CCN(CC)CC.[C:20](Cl)(=[O:25])[C:21]([CH3:24])([CH3:23])[CH3:22]. The catalyst is C(Cl)Cl.CCOC(C)=O. The product is [Cl:12][C:3]1[C:2]([NH:1][C:20](=[O:25])[C:21]([CH3:24])([CH3:23])[CH3:22])=[CH:11][CH:10]=[CH:9][C:4]=1[C:5]([O:7][CH3:8])=[O:6]. The yield is 0.960. (5) The reactants are CC(OC([N:8](C(OC(C)(C)C)=O)[C:9]1[C:14]2[C:15]([C:18]3[CH:19]=[C:20]4[C:24](=[CH:25][CH:26]=3)[N:23](C(OC(C)(C)C)=O)[CH2:22][CH2:21]4)=[CH:16][O:17][C:13]=2[C:12]([Cl:34])=[CH:11][N:10]=1)=O)(C)C.ClC1C2OC=C(C3C=C4C(=CC=3)N(C(OC(C)(C)C)=O)CC4)C=2C(NC(OC(C)(C)C)=O)=NC=1.Cl. The catalyst is C(Cl)Cl. The product is [Cl:34][C:12]1[C:13]2[O:17][CH:16]=[C:15]([C:18]3[CH:19]=[C:20]4[C:24](=[CH:25][CH:26]=3)[NH:23][CH2:22][CH2:21]4)[C:14]=2[C:9]([NH2:8])=[N:10][CH:11]=1. The yield is 1.64. (6) The reactants are [NH:1]([C:3]1[CH:8]=[C:7]([CH3:9])[CH:6]=[CH:5][N:4]=1)[NH2:2].[Si:10]([O:17][C:18]1[CH:19]=[CH:20][CH:21]=[C:22]2[C:27]=1[N:26]=[C:25]([CH:28]=O)[CH:24]=[CH:23]2)([C:13]([CH3:16])([CH3:15])[CH3:14])([CH3:12])[CH3:11]. The catalyst is CCO. The product is [Si:10]([O:17][C:18]1[CH:19]=[CH:20][CH:21]=[C:22]2[C:27]=1[N:26]=[C:25](/[CH:28]=[N:2]/[NH:1][C:3]1[CH:8]=[C:7]([CH3:9])[CH:6]=[CH:5][N:4]=1)[CH:24]=[CH:23]2)([C:13]([CH3:16])([CH3:15])[CH3:14])([CH3:11])[CH3:12]. The yield is 0.810. (7) The reactants are [OH:1][CH2:2][CH:3]1[CH2:8][CH2:7][NH:6][CH2:5][CH2:4]1.C(=O)([O-])[O-].[K+].[K+].Cl[C:16]([O:18][CH3:19])=[O:17].ClCCl. The catalyst is O. The product is [CH3:19][O:18][C:16]([N:6]1[CH2:7][CH2:8][CH:3]([CH2:2][OH:1])[CH2:4][CH2:5]1)=[O:17]. The yield is 0.900.